This data is from Reaction yield outcomes from USPTO patents with 853,638 reactions. The task is: Predict the reaction yield, written as a fraction of the theoretical maximum amount of product (1.0 means a 100% yield; for example, 0.34 means a 34% yield). (1) The reactants are [CH3:1][C:2]1[N:6]([CH:7]([CH3:9])[CH3:8])[C:5]([C:10]2[CH:15]=[CH:14][N:13]=[C:12]([NH:16][CH:17]3[CH2:22][CH2:21][CH2:20][CH:19]([NH2:23])[CH2:18]3)[N:11]=2)=[CH:4][N:3]=1.C(N(CC)CC)C.[CH3:31][S:32](Cl)(=[O:34])=[O:33].N. The catalyst is C(Cl)Cl.CCOCC. The product is [CH3:1][C:2]1[N:6]([CH:7]([CH3:9])[CH3:8])[C:5]([C:10]2[CH:15]=[CH:14][N:13]=[C:12]([NH:16][CH:17]3[CH2:22][CH2:21][CH2:20][CH:19]([NH:23][S:32]([CH3:31])(=[O:34])=[O:33])[CH2:18]3)[N:11]=2)=[CH:4][N:3]=1. The yield is 0.390. (2) The reactants are [Cl:1][C:2]1[CH:7]=[C:6]([N+:8]([O-])=O)[CH:5]=[CH:4][C:3]=1[S:11][C:12]1[S:13][C:14]2[CH:20]=[CH:19][C:18]([C:21]#[N:22])=[CH:17][C:15]=2[N:16]=1.O.O.[Sn](Cl)(Cl)(Cl)Cl. No catalyst specified. The product is [NH2:8][C:6]1[CH:5]=[CH:4][C:3]([S:11][C:12]2[S:13][C:14]3[CH:20]=[CH:19][C:18]([C:21]#[N:22])=[CH:17][C:15]=3[N:16]=2)=[C:2]([Cl:1])[CH:7]=1. The yield is 0.930. (3) The reactants are [Cl:1][C:2]1[CH:20]=[CH:19][C:5]([CH2:6][N:7]2[C:15]3[C:10](=[CH:11][C:12]([CH2:16][OH:17])=[CH:13][CH:14]=3)[CH:9]=[C:8]2[CH3:18])=[CH:4][CH:3]=1.[H-].[Na+].I[CH3:24]. The catalyst is O1CCCC1. The product is [Cl:1][C:2]1[CH:20]=[CH:19][C:5]([CH2:6][N:7]2[C:15]3[C:10](=[CH:11][C:12]([CH2:16][O:17][CH3:24])=[CH:13][CH:14]=3)[CH:9]=[C:8]2[CH3:18])=[CH:4][CH:3]=1. The yield is 0.290. (4) The yield is 0.672. The product is [C:1]12([NH:6][C:7]3[N:12]=[C:11]([S:13][CH3:14])[C:10]([C:15]([NH2:16])=[O:17])=[CH:9][N:8]=3)[CH2:5][CH:3]([CH2:2]1)[CH2:4]2. The catalyst is CS(C)=O. The reactants are [C:1]12([NH:6][C:7]3[N:12]=[C:11]([S:13][CH3:14])[C:10]([C:15]#[N:16])=[CH:9][N:8]=3)[CH2:5][CH:3]([CH2:4]1)[CH2:2]2.[OH-:17].[Na+].OO. (5) The reactants are [F:1][C:2]1[CH:3]=[C:4]([CH:6]=[CH:7][C:8]=1[CH2:9][CH2:10][S:11]([CH3:14])(=[O:13])=[O:12])[NH2:5].N1C=CC=CC=1.Cl[C:22]([O:24][C:25]1[CH:30]=[CH:29][CH:28]=[CH:27][CH:26]=1)=[O:23]. The catalyst is CC(C)=O.CN(C=O)C. The product is [F:1][C:2]1[CH:3]=[C:4]([NH:5][C:22](=[O:23])[O:24][C:25]2[CH:30]=[CH:29][CH:28]=[CH:27][CH:26]=2)[CH:6]=[CH:7][C:8]=1[CH2:9][CH2:10][S:11]([CH3:14])(=[O:13])=[O:12]. The yield is 0.840. (6) The reactants are [NH2:1][C:2]1[C:6]([CH3:7])=[CH:5][S:4][C:3]=1[C:8]([O:10]C)=[O:9].[OH-].[Na+].CO. The catalyst is O. The product is [NH2:1][C:2]1[C:6]([CH3:7])=[CH:5][S:4][C:3]=1[C:8]([OH:10])=[O:9]. The yield is 0.840. (7) The reactants are [CH3:1][C:2]1[CH:7]=[CH:6][C:5]([O:8][C:9]2[CH:14]=[CH:13][CH:12]=[CH:11][CH:10]=2)=[C:4]([N+:15]([O-])=O)[CH:3]=1.Cl[Sn]Cl. No catalyst specified. The product is [CH3:1][C:2]1[CH:7]=[CH:6][C:5]([O:8][C:9]2[CH:10]=[CH:11][CH:12]=[CH:13][CH:14]=2)=[C:4]([NH2:15])[CH:3]=1. The yield is 0.930.